From a dataset of Forward reaction prediction with 1.9M reactions from USPTO patents (1976-2016). Predict the product of the given reaction. (1) The product is: [C:1]([O:5][C:6]([N:8]1[CH2:9][CH2:10][CH:11]([O:14][C:15]2[CH:20]=[CH:19][C:18]([NH2:21])=[CH:17][C:16]=2[Cl:24])[CH2:12][CH2:13]1)=[O:7])([CH3:4])([CH3:2])[CH3:3]. Given the reactants [C:1]([O:5][C:6]([N:8]1[CH2:13][CH2:12][CH:11]([O:14][C:15]2[CH:20]=[CH:19][C:18]([N+:21]([O-])=O)=[CH:17][C:16]=2[Cl:24])[CH2:10][CH2:9]1)=[O:7])([CH3:4])([CH3:3])[CH3:2], predict the reaction product. (2) Given the reactants C([Li])CCC.[Br:6][C:7](Br)=[CH:8][N:9]([CH:16]=[C:17](Br)[Br:18])[C:10]1[CH:15]=[CH:14][CH:13]=[CH:12][N:11]=1.C(O)(=O)C.Cl, predict the reaction product. The product is: [Br:6]/[CH:7]=[CH:8]\[N:9](/[CH:16]=[CH:17]\[Br:18])[C:10]1[CH:15]=[CH:14][CH:13]=[CH:12][N:11]=1.